From a dataset of Forward reaction prediction with 1.9M reactions from USPTO patents (1976-2016). Predict the product of the given reaction. Given the reactants [F:1][C:2]1([CH2:12][CH2:13][CH:14]2[C:22]3[C:17](=[CH:18][CH:19]=[CH:20][CH:21]=3)[C:16]3=[CH:23][N:24]=[CH:25][N:15]23)[CH2:7][CH2:6][CH:5]([C:8]([O:10]C)=O)[CH2:4][CH2:3]1.[CH3:26][CH2:27][Mg+].[Br-].CC(O)C, predict the reaction product. The product is: [F:1][C:2]1([CH2:12][CH2:13][CH:14]2[C:22]3[C:17](=[CH:18][CH:19]=[CH:20][CH:21]=3)[C:16]3=[CH:23][N:24]=[CH:25][N:15]23)[CH2:3][CH2:4][CH:5]([C:8]2([OH:10])[CH2:27][CH2:26]2)[CH2:6][CH2:7]1.